From a dataset of Reaction yield outcomes from USPTO patents with 853,638 reactions. Predict the reaction yield, written as a fraction of the theoretical maximum amount of product (1.0 means a 100% yield; for example, 0.34 means a 34% yield). (1) The yield is 0.560. The catalyst is CC#N. The product is [Cl:1][C:2]1[CH:3]=[C:4]2[C:8](=[CH:9][CH:10]=1)[N:7]([CH2:11][N:17]1[CH:18]=[CH:19][N:20]=[CH:16]1)[C:6](=[O:13])[CH2:5]2. The reactants are [Cl:1][C:2]1[CH:3]=[C:4]2[C:8](=[CH:9][CH:10]=1)[N:7]([CH2:11]O)[C:6](=[O:13])[CH2:5]2.C([C:16]1[NH:17][CH:18]=[CH:19][N:20]=1)([C:16]1[NH:17][CH:18]=[CH:19][N:20]=1)=O. (2) The reactants are C([Li])CCC.Br[C:7]1[S:11][C:10]([CH:12]2[O:16][CH2:15][CH2:14][O:13]2)=[CH:9][CH:8]=1.[F:17][C:18]1[CH:25]=[CH:24][C:21]([CH2:22]Br)=[CH:20][CH:19]=1.O. The catalyst is O1CCCC1.C(OCC)(=O)C. The product is [F:17][C:18]1[CH:25]=[CH:24][C:21]([CH2:22][C:7]2[S:11][C:10]([CH:12]3[O:16][CH2:15][CH2:14][O:13]3)=[CH:9][CH:8]=2)=[CH:20][CH:19]=1. The yield is 0.264. (3) The reactants are [NH2:1][C:2]1[CH:3]=[C:4]([CH:9]=[C:10]([N+:13]([O-:15])=[O:14])[C:11]=1[NH2:12])[C:5]([O:7][CH3:8])=[O:6].[CH:16](O)=O. No catalyst specified. The product is [N+:13]([C:10]1[C:11]2[N:12]=[CH:16][NH:1][C:2]=2[CH:3]=[C:4]([C:5]([O:7][CH3:8])=[O:6])[CH:9]=1)([O-:15])=[O:14]. The yield is 1.10. (4) The reactants are O[CH:2]=[C:3]1[C:12]2([CH2:17][CH2:16][N:15](C(OC(C)(C)C)=O)[CH2:14][CH2:13]2)[O:11][C:10]2[C:5](=[CH:6][CH:7]=[CH:8][CH:9]=2)[C:4]1=O.[NH2:26][N:27]([CH2:35][CH2:36][O:37][CH3:38])C(=O)OC(C)(C)C.[ClH:39].O1CCOCC1. The catalyst is C(O)C. The product is [ClH:39].[CH3:38][O:37][CH2:36][CH2:35][N:27]1[C:4]2[C:5]3[CH:6]=[CH:7][CH:8]=[CH:9][C:10]=3[O:11][C:12]3([CH2:13][CH2:14][NH:15][CH2:16][CH2:17]3)[C:3]=2[CH:2]=[N:26]1. The yield is 0.440. (5) The yield is 0.990. The reactants are [F:1][C:2]1[CH:3]=[C:4]([S:8]([C:11]2[CH:16]=[CH:15][C:14](F)=[CH:13][C:12]=2[N+:18]([O-:20])=[O:19])(=[O:10])=[O:9])[CH:5]=[CH:6][CH:7]=1.[NH:21]1[CH2:27][CH2:26][CH2:25][NH:24][CH2:23][CH2:22]1.C(=O)([O-])[O-].[K+].[K+].O. The product is [F:1][C:2]1[CH:3]=[C:4]([S:8]([C:11]2[CH:16]=[CH:15][C:14]([N:21]3[CH2:27][CH2:26][CH2:25][NH:24][CH2:23][CH2:22]3)=[CH:13][C:12]=2[N+:18]([O-:20])=[O:19])(=[O:10])=[O:9])[CH:5]=[CH:6][CH:7]=1. The catalyst is C(#N)C.C(Cl)Cl. (6) The reactants are [C:1]([O:5][C:6](=[O:40])[NH:7][C@H:8]([CH2:31][N:32]([O:36]C(=O)C)[C:33](=[O:35])[CH3:34])[CH2:9][C:10]1[CH:15]=[CH:14][C:13]([O:16][C:17]2[CH:22]=[CH:21][C:20]([O:23][C:24]3[CH:29]=[CH:28][C:27]([Cl:30])=[CH:26][CH:25]=3)=[CH:19][CH:18]=2)=[CH:12][CH:11]=1)([CH3:4])([CH3:3])[CH3:2].C[O-].[Na+]. The catalyst is CO. The product is [C:1]([O:5][C:6](=[O:40])[NH:7][C@H:8]([CH2:31][N:32]([C:33](=[O:35])[CH3:34])[OH:36])[CH2:9][C:10]1[CH:11]=[CH:12][C:13]([O:16][C:17]2[CH:22]=[CH:21][C:20]([O:23][C:24]3[CH:25]=[CH:26][C:27]([Cl:30])=[CH:28][CH:29]=3)=[CH:19][CH:18]=2)=[CH:14][CH:15]=1)([CH3:4])([CH3:2])[CH3:3]. The yield is 0.900. (7) The reactants are [C:1]1([S:7]([N:10]2[C:14]3[N:15]=[CH:16][N:17]=[C:18]([N:19]4[CH2:24][CH2:23][CH:22]([NH:25][S:26]([C:29]5[CH:34]=[CH:33][C:32]([CH2:35][CH3:36])=[CH:31][CH:30]=5)(=[O:28])=[O:27])[CH2:21][CH2:20]4)[C:13]=3[CH:12]=[C:11]2I)(=[O:9])=[O:8])[CH:6]=[CH:5][CH:4]=[CH:3][CH:2]=1.[CH3:38][N:39]1[CH:43]=[C:42](B2OC(C)(C)C(C)(C)O2)[CH:41]=[N:40]1. The catalyst is C(#N)C.C1C=CC(P(C2C=CC=CC=2)[C-]2C=CC=C2)=CC=1.C1C=CC(P(C2C=CC=CC=2)[C-]2C=CC=C2)=CC=1.Cl[Pd]Cl.[Fe+2]. The product is [C:1]1([S:7]([N:10]2[C:14]3[N:15]=[CH:16][N:17]=[C:18]([N:19]4[CH2:24][CH2:23][CH:22]([NH:25][S:26]([C:29]5[CH:34]=[CH:33][C:32]([CH2:35][CH3:36])=[CH:31][CH:30]=5)(=[O:28])=[O:27])[CH2:21][CH2:20]4)[C:13]=3[CH:12]=[C:11]2[C:42]2[CH:41]=[N:40][N:39]([CH3:38])[CH:43]=2)(=[O:9])=[O:8])[CH:6]=[CH:5][CH:4]=[CH:3][CH:2]=1. The yield is 0.470.